From a dataset of Catalyst prediction with 721,799 reactions and 888 catalyst types from USPTO. Predict which catalyst facilitates the given reaction. (1) Reactant: [OH-].[Na+].[CH:3]1([C:6]2[CH:11]=[C:10]([CH2:12][N:13]3[CH2:16][C:15]4([CH2:20][C:19]([N:21]5[CH2:26][CH2:25][C:24]([CH3:32])([C:27]([O:29]CC)=[O:28])[CH2:23][CH2:22]5)=[N:18][O:17]4)[CH2:14]3)[CH:9]=[C:8]([O:33][CH2:34][CH3:35])[C:7]=2[C:36]2[CH:41]=[CH:40][C:39]([F:42])=[CH:38][CH:37]=2)[CH2:5][CH2:4]1.Cl. Product: [CH:3]1([C:6]2[CH:11]=[C:10]([CH2:12][N:13]3[CH2:16][C:15]4([CH2:20][C:19]([N:21]5[CH2:26][CH2:25][C:24]([CH3:32])([C:27]([OH:29])=[O:28])[CH2:23][CH2:22]5)=[N:18][O:17]4)[CH2:14]3)[CH:9]=[C:8]([O:33][CH2:34][CH3:35])[C:7]=2[C:36]2[CH:41]=[CH:40][C:39]([F:42])=[CH:38][CH:37]=2)[CH2:4][CH2:5]1. The catalyst class is: 8. (2) Reactant: Br[CH2:2][C:3]1[CH:4]=[C:5]([Cl:10])[C:6]([Cl:9])=[N:7][CH:8]=1.[C:11]1(=[O:21])[NH:15][C:14](=[O:16])[C:13]2=[CH:17][CH:18]=[CH:19][CH:20]=[C:12]12.[K].O. Product: [Cl:10][C:5]1[CH:4]=[C:3]([CH2:2][N:15]2[C:11](=[O:21])[C:12]3[C:13](=[CH:17][CH:18]=[CH:19][CH:20]=3)[C:14]2=[O:16])[CH:8]=[N:7][C:6]=1[Cl:9]. The catalyst class is: 3. (3) Reactant: C([O:4][C@H:5]1[CH2:22][CH2:21][C@@:20]2([CH3:23])[C@@H:7]([CH2:8][CH2:9][C@:10]3([CH3:50])[C@@H:19]2[CH2:18][CH2:17][C@H:16]2[C@@:11]3([CH3:49])[CH2:12][CH2:13][C@@:14]3([C:30](=[O:48])[NH:31][C@@H:32]4[CH2:35][C@H:34]([C:36]([N:38]5[CH2:43][CH2:42][N:41]([CH2:44][CH3:45])[CH2:40][CH2:39]5)=[O:37])[C:33]4([CH3:47])[CH3:46])[CH2:26][CH2:25][C@@H:24]([C:27]([CH3:29])=[CH2:28])[C@@H:15]32)[C:6]1([CH3:52])[CH3:51])(=O)C.[OH-].[Na+]. Product: [CH2:44]([N:41]1[CH2:42][CH2:43][N:38]([C:36]([C@H:34]2[CH2:35][C@@H:32]([NH:31][C:30]([C@:14]34[CH2:26][CH2:25][C@@H:24]([C:27]([CH3:29])=[CH2:28])[C@@H:15]3[C@@H:16]3[C@@:11]([CH3:49])([CH2:12][CH2:13]4)[C@@:10]4([CH3:50])[C@@H:19]([C@:20]5([CH3:23])[C@@H:7]([CH2:8][CH2:9]4)[C:6]([CH3:51])([CH3:52])[C@@H:5]([OH:4])[CH2:22][CH2:21]5)[CH2:18][CH2:17]3)=[O:48])[C:33]2([CH3:46])[CH3:47])=[O:37])[CH2:39][CH2:40]1)[CH3:45]. The catalyst class is: 92. (4) Reactant: [N:1]1[CH:6]=[CH:5][CH:4]=[C:3]([CH:7]=[O:8])[CH:2]=1.C(=O)([O-])[O-].[K+].[K+].[F:15][C:16]([Si](C)(C)C)([F:18])[F:17].O. Product: [F:15][C:16]([F:18])([F:17])[CH:7]([C:3]1[CH:2]=[N:1][CH:6]=[CH:5][CH:4]=1)[OH:8]. The catalyst class is: 42. (5) Reactant: [N:1]1[CH:6]=[CH:5][CH:4]=[CH:3][C:2]=1[OH:7].Br[CH2:9][C:10]([O:12][C:13]([CH3:16])([CH3:15])[CH3:14])=[O:11].C(=O)([O-])[O-].[Cs+].[Cs+].O. Product: [N:1]1[CH:6]=[CH:5][CH:4]=[CH:3][C:2]=1[O:7][CH2:9][C:10]([O:12][C:13]([CH3:16])([CH3:15])[CH3:14])=[O:11]. The catalyst class is: 3. (6) The catalyst class is: 40. Reactant: [CH:1]1([CH2:7][CH:8]([C:14]([O:16]CC)=[O:15])[C:9]([O:11][CH2:12][CH3:13])=[O:10])[CH2:6][CH2:5][CH2:4][CH2:3][CH2:2]1.[OH-].[Li+]. Product: [CH:1]1([CH2:7][CH:8]([C:9]([O:11][CH2:12][CH3:13])=[O:10])[C:14]([OH:16])=[O:15])[CH2:2][CH2:3][CH2:4][CH2:5][CH2:6]1.